The task is: Regression. Given two drug SMILES strings and cell line genomic features, predict the synergy score measuring deviation from expected non-interaction effect.. This data is from NCI-60 drug combinations with 297,098 pairs across 59 cell lines. (1) Cell line: CAKI-1. Synergy scores: CSS=32.7, Synergy_ZIP=-1.69, Synergy_Bliss=2.26, Synergy_Loewe=3.51, Synergy_HSA=3.09. Drug 1: CN1CCC(CC1)COC2=C(C=C3C(=C2)N=CN=C3NC4=C(C=C(C=C4)Br)F)OC. Drug 2: C#CCC(CC1=CN=C2C(=N1)C(=NC(=N2)N)N)C3=CC=C(C=C3)C(=O)NC(CCC(=O)O)C(=O)O. (2) Drug 1: C1=CC(=CC=C1CC(C(=O)O)N)N(CCCl)CCCl.Cl. Drug 2: CC1=CC=C(C=C1)C2=CC(=NN2C3=CC=C(C=C3)S(=O)(=O)N)C(F)(F)F. Cell line: HCC-2998. Synergy scores: CSS=3.46, Synergy_ZIP=-2.42, Synergy_Bliss=-1.01, Synergy_Loewe=-7.51, Synergy_HSA=-4.00.